The task is: Binary Classification. Given a drug SMILES string, predict its activity (active/inactive) in a high-throughput screening assay against a specified biological target.. This data is from HIV replication inhibition screening data with 41,000+ compounds from the AIDS Antiviral Screen. (1) The drug is CCP(=S)(CC)CCl. The result is 0 (inactive). (2) The drug is O=C(OC1C2OC(=O)c3cc(O)c(O)c(O)c3Oc3cc4c(c(O)c3O)-c3c(cc(O)c(O)c3O)C(=O)OCC3OC(O)C(OC(=O)c5cc(O)c(O)c(O)c5Oc5cc6c(c(O)c5O)-c5c(cc(O)c(O)c5O)C(=O)OC1C(COC6=O)OC2O)C(OC(=O)c1cc(O)c(O)c(O)c1)C3OC4=O)c1cc(O)c(O)c(O)c1. The result is 1 (active). (3) The compound is O=c1nc2sc3ccc4ccccc4c3n2[nH]c1=O. The result is 0 (inactive). (4) The drug is Cc1ccccc1NC(=O)Cc1csc(NN=C2C(=O)Nc3ccccc32)n1. The result is 0 (inactive). (5) The molecule is COC1C=COC2(C)Oc3c(C)c(O)c4c(O)c(c(C=NN5CCCCCCCCCC5)c(O)c4c3C2=O)NC(=O)C(C)=CC=CC(C)C(O)C(C)C(O)C(C)C(OC(C)=O)C1C. The result is 0 (inactive). (6) The molecule is CSc1sc(C)cc1-c1nsc(=O)o1. The result is 0 (inactive).